Dataset: Forward reaction prediction with 1.9M reactions from USPTO patents (1976-2016). Task: Predict the product of the given reaction. (1) Given the reactants CC(C)([O-])C.[K+].[CH3:7][C:8]1[CH:12]=[CH:11][NH:10][N:9]=1.[Br:13][C:14]1[CH:19]=[CH:18][C:17]([Cl:20])=[CH:16][C:15]=1F, predict the reaction product. The product is: [Br:13][C:14]1[CH:19]=[CH:18][C:17]([Cl:20])=[CH:16][C:15]=1[N:10]1[CH:11]=[CH:12][C:8]([CH3:7])=[N:9]1.[Br:13][C:14]1[CH:19]=[CH:18][C:17]([Cl:20])=[CH:16][C:15]=1[N:9]1[C:8]([CH3:7])=[CH:12][CH:11]=[N:10]1. (2) The product is: [F:11][C:10]1[C:2]2[NH:1][C:13](=[O:16])[O:5][C:4](=[O:6])[C:3]=2[CH:7]=[CH:8][CH:9]=1. Given the reactants [NH2:1][C:2]1[C:10]([F:11])=[CH:9][CH:8]=[CH:7][C:3]=1[C:4]([OH:6])=[O:5].Cl[C:13]([O:16]C(Cl)=O)(Cl)Cl, predict the reaction product. (3) Given the reactants C(=[N:14][C:15]1[C:16]2[C:17]3[CH2:28][CH2:27][N:26]([CH2:29][C:30]4[CH:35]=[CH:34][CH:33]=[CH:32][CH:31]=4)[CH2:25][CH2:24][C:18]=3[NH:19][C:20]=2[CH:21]=[CH:22][CH:23]=1)(C1C=CC=CC=1)C1C=CC=CC=1.Cl, predict the reaction product. The product is: [CH2:29]([N:26]1[CH2:27][CH2:28][C:17]2[C:16]3[C:15]([NH2:14])=[CH:23][CH:22]=[CH:21][C:20]=3[NH:19][C:18]=2[CH2:24][CH2:25]1)[C:30]1[CH:35]=[CH:34][CH:33]=[CH:32][CH:31]=1. (4) Given the reactants [CH3:1][N:2]([CH3:15])[C:3]1[CH:8]=[CH:7][C:6]([C:9]2[CH:14]=[CH:13][N:12]=[CH:11][CH:10]=2)=[CH:5][CH:4]=1.[CH2:16]([I:18])[CH3:17].[CH3:19]COCC, predict the reaction product. The product is: [I-:18].[CH3:1][N:2]([CH3:15])[C:3]1[CH:4]=[CH:5][C:6]([C:9]2[CH:10]=[CH:11][N+:12]([CH2:19][CH2:16][CH3:17])=[CH:13][CH:14]=2)=[CH:7][CH:8]=1. (5) Given the reactants [CH2:1]([O:8][C:9]1[CH:14]=[CH:13][C:12]([C:15]2[NH:23][C:22]3[C:21](=[O:24])[N:20]([CH2:25][CH2:26][CH3:27])[C:19]([Cl:28])=[N:18][C:17]=3[N:16]=2)=[CH:11][CH:10]=1)[C:2]1[CH:7]=[CH:6][CH:5]=[CH:4][CH:3]=1.C(=O)([O-])[O-].[K+].[K+].[CH3:35][Si:36]([CH3:43])([CH3:42])[CH2:37][CH2:38][O:39][CH2:40]Cl, predict the reaction product. The product is: [CH2:1]([O:8][C:9]1[CH:10]=[CH:11][C:12]([C:15]2[N:23]([CH2:40][O:39][CH2:38][CH2:37][Si:36]([CH3:43])([CH3:42])[CH3:35])[C:22]3[C:21](=[O:24])[N:20]([CH2:25][CH2:26][CH3:27])[C:19]([Cl:28])=[N:18][C:17]=3[N:16]=2)=[CH:13][CH:14]=1)[C:2]1[CH:7]=[CH:6][CH:5]=[CH:4][CH:3]=1.